Dataset: Forward reaction prediction with 1.9M reactions from USPTO patents (1976-2016). Task: Predict the product of the given reaction. (1) Given the reactants [Cl:1][C:2]1[CH:3]=[C:4]2[C:12](=[CH:13][C:14]=1[Cl:15])[N:11]([S:16]([C:19]1[CH:25]=[CH:24][C:22]([CH3:23])=[CH:21][CH:20]=1)(=[O:18])=[O:17])[C:10]1[C:9](=[O:26])[CH2:8][CH2:7][CH2:6][C:5]2=1.[Li+].[CH3:28][Si]([N-][Si](C)(C)C)(C)C.CI.[NH4+].[Cl-], predict the reaction product. The product is: [Cl:1][C:2]1[CH:3]=[C:4]2[C:12](=[CH:13][C:14]=1[Cl:15])[N:11]([S:16]([C:19]1[CH:25]=[CH:24][C:22]([CH3:23])=[CH:21][CH:20]=1)(=[O:18])=[O:17])[C:10]1[C:9](=[O:26])[CH:8]([CH3:28])[CH2:7][CH2:6][C:5]2=1. (2) Given the reactants C[N+]1([O-])CC[O:5]CC1.[OH:9][C:10]([C:33]([O:35]C)=[O:34])([CH2:21][CH2:22][CH2:23][CH2:24][CH2:25][CH2:26][CH2:27][CH2:28][CH2:29][CH2:30][CH2:31][CH3:32])/[C:11](/[C:17]([O:19][CH3:20])=[O:18])=[CH:12]/[C:13]([O:15][CH3:16])=[O:14].[O-]S([O-])(=S)=O.[Na+].[Na+], predict the reaction product. The product is: [OH:9][C:10]1([CH2:21][CH2:22][CH2:23][CH2:24][CH2:25][CH2:26][CH2:27][CH2:28][CH2:29][CH2:30][CH2:31][CH3:32])[C:11]([OH:5])([C:17]([O:19][CH3:20])=[O:18])[CH:12]([C:13]([O:15][CH3:16])=[O:14])[O:34][C:33]1=[O:35]. (3) Given the reactants [F:1][CH:2]([F:25])[O:3][C:4]1[CH:5]=[C:6]([NH:10][C:11]([C:13]2[CH:14]=[C:15]3[C:20](=[CH:21][CH:22]=2)[C:19]([Cl:23])=[N:18][N:17]=[C:16]3Cl)=[O:12])[CH:7]=[CH:8][CH:9]=1.[OH-].[Na+].[O:28]1CCOCC1.Cl, predict the reaction product. The product is: [F:1][CH:2]([F:25])[O:3][C:4]1[CH:5]=[C:6]([NH:10][C:11]([C:13]2[CH:14]=[C:15]3[C:20](=[CH:21][CH:22]=2)[C:19]([Cl:23])=[N:18][NH:17][C:16]3=[O:28])=[O:12])[CH:7]=[CH:8][CH:9]=1. (4) Given the reactants [C:1]([CH:4]1[CH2:9][CH2:8][N:7]([C:10]([O:12][C:13]([CH3:16])([CH3:15])[CH3:14])=[O:11])[CH2:6][CH2:5]1)(=O)[CH3:2].C([O-])(=O)C.[NH4+].C([BH3-])#[N:23].[Na+], predict the reaction product. The product is: [NH2:23][CH:1]([CH:4]1[CH2:9][CH2:8][N:7]([C:10]([O:12][C:13]([CH3:16])([CH3:15])[CH3:14])=[O:11])[CH2:6][CH2:5]1)[CH3:2]. (5) The product is: [Cl:14][C:10]1[CH:9]=[C:8]2[C:13](=[CH:12][CH:11]=1)[N:5]([CH2:4][CH2:3][CH2:2][S:21][CH3:20])[C:6]([C:15]([O:17][CH2:18][CH3:19])=[O:16])=[CH:7]2. Given the reactants Br[CH2:2][CH2:3][CH2:4][N:5]1[C:13]2[C:8](=[CH:9][C:10]([Cl:14])=[CH:11][CH:12]=2)[CH:7]=[C:6]1[C:15]([O:17][CH2:18][CH3:19])=[O:16].[CH3:20][S-:21].[Na+], predict the reaction product.